From a dataset of Full USPTO retrosynthesis dataset with 1.9M reactions from patents (1976-2016). Predict the reactants needed to synthesize the given product. (1) Given the product [OH:9][C:3]1([C:4]([O:6][CH2:7][CH3:8])=[O:5])[CH2:2][S:10][C:3]([OH:9])([C:4]([O:6][CH2:7][CH3:8])=[O:5])[CH2:2][S:10]1, predict the reactants needed to synthesize it. The reactants are: Br[CH2:2][C:3](=[O:9])[C:4]([O:6][CH2:7][CH3:8])=[O:5].[SH-:10].[Na+]. (2) Given the product [Br:1][C:2]1[CH:7]=[CH:6][N:5]([CH:10]([CH2:16][C:17]2[CH:18]=[CH:19][CH:20]=[CH:21][CH:22]=2)[C:11]([O:13][CH2:14][CH3:15])=[O:12])[C:4](=[O:8])[CH:3]=1, predict the reactants needed to synthesize it. The reactants are: [Br:1][C:2]1[CH:7]=[CH:6][NH:5][C:4](=[O:8])[CH:3]=1.Br[CH:10]([CH2:16][C:17]1[CH:22]=[CH:21][CH:20]=[CH:19][CH:18]=1)[C:11]([O:13][CH2:14][CH3:15])=[O:12].[H-].[Na+].[Br-].[Li+].